This data is from Reaction yield outcomes from USPTO patents with 853,638 reactions. The task is: Predict the reaction yield, written as a fraction of the theoretical maximum amount of product (1.0 means a 100% yield; for example, 0.34 means a 34% yield). (1) The reactants are [NH2:1][C:2]([C:4]1[CH:29]=[CH:28][C:7]([O:8][CH2:9][CH2:10][CH2:11][O:12][C:13]2[CH:14]=[C:15]3[C:19](=[CH:20][CH:21]=2)[C@H:18]([CH2:22][C:23]([O:25][CH2:26][CH3:27])=[O:24])[CH2:17][CH2:16]3)=[C:6]([CH2:30][CH2:31][CH3:32])[CH:5]=1)=[S:3].Br[CH2:34][C:35](=O)[CH2:36][CH3:37]. The catalyst is CCO. The product is [CH2:36]([C:35]1[N:1]=[C:2]([C:4]2[CH:29]=[CH:28][C:7]([O:8][CH2:9][CH2:10][CH2:11][O:12][C:13]3[CH:14]=[C:15]4[C:19](=[CH:20][CH:21]=3)[C@H:18]([CH2:22][C:23]([O:25][CH2:26][CH3:27])=[O:24])[CH2:17][CH2:16]4)=[C:6]([CH2:30][CH2:31][CH3:32])[CH:5]=2)[S:3][CH:34]=1)[CH3:37]. The yield is 0.420. (2) The product is [CH:16]([C:2]1[S:3][C:4]2[NH:5][C:6](=[O:15])[C:7]3[CH:8]=[CH:9][CH:10]=[CH:11][C:12]=3[C:13]=2[N:14]=1)=[CH2:17]. The reactants are I[C:2]1[S:3][C:4]2[NH:5][C:6](=[O:15])[C:7]3[CH:8]=[CH:9][CH:10]=[CH:11][C:12]=3[C:13]=2[N:14]=1.[CH2:16](C([SnH3])=C(CCCC)CCCC)[CH2:17]CC. The catalyst is Cl[Pd](Cl)([P](C1C=CC=CC=1)(C1C=CC=CC=1)C1C=CC=CC=1)[P](C1C=CC=CC=1)(C1C=CC=CC=1)C1C=CC=CC=1.CN(C=O)C. The yield is 1.00. (3) The reactants are [N:1]1([C:6]([N:8]2[CH2:17][CH2:16][C:15]3[C:14]([CH:18]=[O:19])=[C:13]([O:20][CH3:21])[CH:12]=[CH:11][C:10]=3[CH2:9]2)=[O:7])[CH:5]=[CH:4][N:3]=[CH:2]1.[CH3:22][I:23]. The catalyst is C(#N)C. The product is [I-:23].[CH:18]([C:14]1[C:13]([O:20][CH3:21])=[CH:12][CH:11]=[C:10]2[C:15]=1[CH2:16][CH2:17][N:8]([C:6]([N:1]1[CH:5]=[CH:4][N+:3]([CH3:22])=[CH:2]1)=[O:7])[CH2:9]2)=[O:19]. The yield is 1.00.